From a dataset of Full USPTO retrosynthesis dataset with 1.9M reactions from patents (1976-2016). Predict the reactants needed to synthesize the given product. Given the product [Br:11][C:8]1[CH:7]=[CH:6][C:5]([OH:10])=[C:4]([CH:1]([CH3:3])[CH3:2])[CH:9]=1, predict the reactants needed to synthesize it. The reactants are: [CH:1]([C:4]1[CH:9]=[CH:8][CH:7]=[CH:6][C:5]=1[OH:10])([CH3:3])[CH3:2].[Br-:11].[Br-].[Br-].C([N+](CCCC)(CCCC)CCCC)CCC.C([N+](CCCC)(CCCC)CCCC)CCC.C([N+](CCCC)(CCCC)CCCC)CCC.S([O-])([O-])(=O)=S.[Na+].[Na+].